From a dataset of Forward reaction prediction with 1.9M reactions from USPTO patents (1976-2016). Predict the product of the given reaction. (1) Given the reactants [Cl-].[Al+3].[Cl-].[Cl-].[C:5]([O:8][CH2:9][C:10](Cl)=[O:11])(=[O:7])[CH3:6].[OH:13][C:14]1[CH:19]=[C:18]([OH:20])[CH:17]=[CH:16][C:15]=1[C:21](=[O:24])[CH:22]=[CH2:23].O, predict the reaction product. The product is: [C:5]([O:8][CH2:9][C:10]([C:17]1[CH:16]=[C:15]([C:21](=[O:24])[CH:22]=[CH2:23])[C:14]([OH:13])=[CH:19][C:18]=1[OH:20])=[O:11])(=[O:7])[CH3:6]. (2) Given the reactants [NH:1]1[CH2:6][CH2:5][CH:4]([CH2:7][O:8][C:9]2[CH:18]=[CH:17][CH:16]=[C:15]3[C:10]=2[C:11]([NH2:20])=[N:12][C:13]([NH2:19])=[N:14]3)[CH2:3][CH2:2]1.CN1CCOCC1.[F:28][C:29]1[CH:30]=[C:31]([CH:34]=[CH:35][C:36]=1[F:37])[CH2:32]Br.C(O)C(N)(CO)CO, predict the reaction product. The product is: [F:28][C:29]1[CH:30]=[C:31]([CH:34]=[CH:35][C:36]=1[F:37])[CH2:32][N:1]1[CH2:6][CH2:5][CH:4]([CH2:7][O:8][C:9]2[CH:18]=[CH:17][CH:16]=[C:15]3[C:10]=2[C:11]([NH2:20])=[N:12][C:13]([NH2:19])=[N:14]3)[CH2:3][CH2:2]1.